This data is from Catalyst prediction with 721,799 reactions and 888 catalyst types from USPTO. The task is: Predict which catalyst facilitates the given reaction. (1) Reactant: [OH-].[Na+].[CH2:3]([C:6]1[N:7]([CH2:19][C:20]2([C:24]([O:26]CC)=[O:25])[CH2:23][CH2:22][CH2:21]2)[C:8]2[C:17]3[CH:16]=[CH:15][CH:14]=[CH:13][C:12]=3[N:11]=[CH:10][C:9]=2[N:18]=1)[CH2:4][CH3:5]. Product: [CH2:3]([C:6]1[N:7]([CH2:19][C:20]2([C:24]([OH:26])=[O:25])[CH2:23][CH2:22][CH2:21]2)[C:8]2[C:17]3[CH:16]=[CH:15][CH:14]=[CH:13][C:12]=3[N:11]=[CH:10][C:9]=2[N:18]=1)[CH2:4][CH3:5]. The catalyst class is: 8. (2) Reactant: [CH:1]1([N:6]2[CH2:12][C:11]([F:14])([F:13])[C:10](=[O:15])[N:9]([CH3:16])[C:8]3[CH:17]=[N:18][C:19]([NH:21][C:22]4[CH:30]=[CH:29][C:25]([C:26]([OH:28])=O)=[CH:24][C:23]=4[O:31][CH3:32])=[N:20][C:7]2=3)[CH2:5][CH2:4][CH2:3][CH2:2]1.C(N(C(C)C)C(C)C)C.[CH:42]1([N:45]2[CH2:50][CH2:49][CH:48]([NH2:51])[CH2:47][CH2:46]2)[CH2:44][CH2:43]1. Product: [CH:1]1([N:6]2[CH2:12][C:11]([F:13])([F:14])[C:10](=[O:15])[N:9]([CH3:16])[C:8]3[CH:17]=[N:18][C:19]([NH:21][C:22]4[CH:30]=[CH:29][C:25]([C:26]([NH:51][CH:48]5[CH2:49][CH2:50][N:45]([CH:42]6[CH2:44][CH2:43]6)[CH2:46][CH2:47]5)=[O:28])=[CH:24][C:23]=4[O:31][CH3:32])=[N:20][C:7]2=3)[CH2:2][CH2:3][CH2:4][CH2:5]1. The catalyst class is: 9. (3) Reactant: [NH:1]1[CH2:7][C:5](=[O:6])[NH:4][C:2]1=[S:3].[CH:8](=O)[C:9]1[CH:14]=[CH:13][CH:12]=[CH:11][CH:10]=1.C(N(CC)CC)C.Cl. Product: [CH:8](=[C:7]1[NH:1][C:2](=[S:3])[NH:4][C:5]1=[O:6])[C:9]1[CH:14]=[CH:13][CH:12]=[CH:11][CH:10]=1. The catalyst class is: 6. (4) Reactant: [Cl:1][C:2]1[CH:3]=[C:4]([C:9](=O)[CH2:10][C:11]([O-:13])=O)[CH:5]=[C:6]([Cl:8])[CH:7]=1.S([O-])([O-])(=O)=O.[CH3:20][NH2+:21][NH3+:22].C(N(CC)CC)C. Product: [Cl:1][C:2]1[CH:3]=[C:4]([C:9]2[CH:10]=[C:11]([OH:13])[N:21]([CH3:20])[N:22]=2)[CH:5]=[C:6]([Cl:8])[CH:7]=1. The catalyst class is: 8. (5) Reactant: [H-].[Al+3].[Li+].[H-].[H-].[H-].C[C:8]1[C:13]([C:14]([O:16]C)=O)=[CH:12][N:11]=[CH:10][CH:9]=1.O1CCC[CH2:19]1. Product: [CH3:19][C:10]1[N:11]=[CH:12][C:13]([CH2:14][OH:16])=[CH:8][CH:9]=1. The catalyst class is: 801. (6) Reactant: Cl[C:2]1[C:7]([C:8]([O:10][CH2:11][CH3:12])=[O:9])=[CH:6][N:5]=[C:4]([S:13][CH3:14])[N:3]=1.[NH2:15][C@H:16]1[CH2:20][CH2:19][CH2:18][C@H:17]1[CH2:21][OH:22].CCN(C(C)C)C(C)C. The catalyst class is: 8. Product: [OH:22][CH2:21][C@H:17]1[CH2:18][CH2:19][CH2:20][C@H:16]1[NH:15][C:2]1[C:7]([C:8]([O:10][CH2:11][CH3:12])=[O:9])=[CH:6][N:5]=[C:4]([S:13][CH3:14])[N:3]=1. (7) Reactant: [F:1][C:2]([F:99])([F:98])[C:3]1[CH:4]=[C:5]([CH:91]=[C:92]([C:94]([F:97])([F:96])[F:95])[CH:93]=1)[C:6]([N:8]1[CH2:12][C@@:11]([CH2:20][CH2:21][N:22]2[CH2:27][CH2:26][C:25]3([C:35]4[C:30](=[CH:31][CH:32]=[CH:33][CH:34]=4)[CH2:29][C@@H:28]3[O:36][CH2:37][C:38]([N:40]([CH3:90])[CH2:41][CH2:42][CH2:43][N:44]([CH3:89])[C:45]([C:47]3[CH:48]=[C:49]([CH:86]=[CH:87][CH:88]=3)[CH2:50][N:51]([CH3:85])[CH2:52][CH2:53][CH2:54][CH2:55][CH2:56][C:57]([N:59]([CH3:84])[CH2:60][CH2:61][N:62]3[CH2:67][CH2:66][CH:65]([N:68]([C:72]4[CH:77]=[CH:76][CH:75]=[CH:74][C:73]=4[C:78]4[CH:83]=[CH:82][CH:81]=[CH:80][CH:79]=4)[C:69](=[O:71])[O-:70])[CH2:64][CH2:63]3)=[O:58])=[O:46])=[O:39])[CH2:24][CH2:23]2)([C:13]2[CH:18]=[CH:17][C:16]([F:19])=[CH:15][CH:14]=2)[O:10][CH2:9]1)=[O:7].[ClH:100].O1CCOCC1. Product: [ClH:100].[ClH:100].[ClH:100].[F:97][C:94]([F:95])([F:96])[C:92]1[CH:91]=[C:5]([CH:4]=[C:3]([C:2]([F:1])([F:98])[F:99])[CH:93]=1)[C:6]([N:8]1[CH2:12][C@@:11]([CH2:20][CH2:21][N:22]2[CH2:23][CH2:24][C:25]3([C:35]4[C:30](=[CH:31][CH:32]=[CH:33][CH:34]=4)[CH2:29][C@@H:28]3[O:36][CH2:37][C:38]([N:40]([CH3:90])[CH2:41][CH2:42][CH2:43][N:44]([CH3:89])[C:45]([C:47]3[CH:48]=[C:49]([CH:86]=[CH:87][CH:88]=3)[CH2:50][N:51]([CH3:85])[CH2:52][CH2:53][CH2:54][CH2:55][CH2:56][C:57]([N:59]([CH3:84])[CH2:60][CH2:61][N:62]3[CH2:67][CH2:66][CH:65]([N:68]([C:72]4[CH:77]=[CH:76][CH:75]=[CH:74][C:73]=4[C:78]4[CH:79]=[CH:80][CH:81]=[CH:82][CH:83]=4)[C:69](=[O:70])[OH:71])[CH2:64][CH2:63]3)=[O:58])=[O:46])=[O:39])[CH2:26][CH2:27]2)([C:13]2[CH:14]=[CH:15][C:16]([F:19])=[CH:17][CH:18]=2)[O:10][CH2:9]1)=[O:7]. The catalyst class is: 4. (8) Reactant: [C:1]([O:4][C:5]1[CH:10]=[C:9]([Br:11])[CH:8]=[CH:7][C:6]=1[C@@H:12]1[C@@H:15]([CH2:16][CH2:17][C@H:18]([O:26][Si](C(C)(C)C)(C)C)[C:19]2[CH:24]=[CH:23][C:22]([F:25])=[CH:21][CH:20]=2)[C:14](=[O:34])[N:13]1[C:35]1[CH:40]=[CH:39][CH:38]=[CH:37][CH:36]=1)(=[O:3])[CH3:2].F.P([O-])([O-])([O-])=O.[K+].[K+].[K+]. Product: [C:1]([O:4][C:5]1[CH:10]=[C:9]([Br:11])[CH:8]=[CH:7][C:6]=1[C@@H:12]1[C@@H:15]([CH2:16][CH2:17][C@@H:18]([C:19]2[CH:20]=[CH:21][C:22]([F:25])=[CH:23][CH:24]=2)[OH:26])[C:14](=[O:34])[N:13]1[C:35]1[CH:36]=[CH:37][CH:38]=[CH:39][CH:40]=1)(=[O:3])[CH3:2]. The catalyst class is: 10. (9) Reactant: [C:1](=[O:23])(OC1C=CC([N+]([O-])=O)=CC=1)[O:2][CH2:3][C:4]1[CH:9]=[CH:8][CH:7]=[CH:6][C:5]=1[N:10]=[N+:11]=[N-:12].[NH:24]([C:34]([O:36][C:37]([CH3:40])([CH3:39])[CH3:38])=[O:35])[C@H:25]([C:31]([OH:33])=[O:32])[CH2:26][CH2:27][CH2:28][CH2:29][NH2:30].C(=O)(O)[O-].[Na+].S(=O)(=O)(O)[O-].[K+]. Product: [N:10]([C:5]1[CH:6]=[CH:7][CH:8]=[CH:9][C:4]=1[CH2:3][O:2][C:1]([NH:30][CH2:29][CH2:28][CH2:27][CH2:26][C@H:25]([NH:24][C:34]([O:36][C:37]([CH3:40])([CH3:39])[CH3:38])=[O:35])[C:31]([OH:33])=[O:32])=[O:23])=[N+:11]=[N-:12]. The catalyst class is: 872. (10) Reactant: O/[CH:2]=[C:3]1\[C:4](=[O:13])[NH:5][C:6]2[C:11]\1=[C:10]([CH3:12])[CH:9]=[CH:8][CH:7]=2.O/C=C1\C(=O)NC2C\1=CC=CC=2.[NH2:26][C:27]1[CH:31]=[CH:30][NH:29][N:28]=1. Product: [CH3:12][C:10]1[CH:9]=[CH:8][CH:7]=[C:6]2[C:11]=1[C:3](=[CH:2][NH:26][C:27]1[CH:31]=[CH:30][NH:29][N:28]=1)[C:4](=[O:13])[NH:5]2. The catalyst class is: 7.